Dataset: Catalyst prediction with 721,799 reactions and 888 catalyst types from USPTO. Task: Predict which catalyst facilitates the given reaction. (1) Reactant: [F:1][CH:2]([F:27])[C:3]([N:5]1[C@H:9]([CH2:10][F:11])[C@@H:8]([C:12]2[CH:17]=[CH:16][C:15]([C:18]3[S:22][C:21]([CH2:23]O)=[N:20][CH:19]=3)=[CH:14][CH:13]=2)[O:7][C:6]1([CH3:26])[CH3:25])=[O:4].[N:28]1C=CC=C[CH:29]=1.C(N(C(C)C)CC)(C)C.Cl. Product: [F:1][CH:2]([F:27])[C:3]([N:5]1[C@H:9]([CH2:10][F:11])[C@@H:8]([C:12]2[CH:17]=[CH:16][C:15]([C:18]3[S:22][C:21]([CH2:23][NH:28][CH3:29])=[N:20][CH:19]=3)=[CH:14][CH:13]=2)[O:7][C:6]1([CH3:25])[CH3:26])=[O:4]. The catalyst class is: 326. (2) Reactant: [OH-].[Na+].[CH3:3][O:4][CH2:5][C@@H:6]([O:8][C:9]1[CH:10]=[C:11]([CH:16]=[C:17]([O:19][C:20]2[CH:25]=[CH:24][C:23]([C:26]3[O:27][C:28]([CH3:31])=[N:29][N:30]=3)=[CH:22][CH:21]=2)[CH:18]=1)[C:12]([O:14]C)=[O:13])[CH3:7]. Product: [CH3:3][O:4][CH2:5][C@@H:6]([O:8][C:9]1[CH:10]=[C:11]([CH:16]=[C:17]([O:19][C:20]2[CH:25]=[CH:24][C:23]([C:26]3[O:27][C:28]([CH3:31])=[N:29][N:30]=3)=[CH:22][CH:21]=2)[CH:18]=1)[C:12]([OH:14])=[O:13])[CH3:7]. The catalyst class is: 72. (3) Reactant: Cl.[C:2]([NH:5][C:6]1[CH:7]=[C:8]([CH:12]2[CH2:17][CH2:16][N:15](C(OC(C)(C)C)=O)[CH2:14][CH2:13]2)[CH:9]=[CH:10][CH:11]=1)(=[O:4])[CH3:3]. Product: [NH:15]1[CH2:16][CH2:17][CH:12]([C:8]2[CH:7]=[C:6]([NH:5][C:2](=[O:4])[CH3:3])[CH:11]=[CH:10][CH:9]=2)[CH2:13][CH2:14]1. The catalyst class is: 346. (4) Product: [OH:22][CH2:21][CH2:20][N:19]([C:2]1[C:7]([N+:8]([O-:10])=[O:9])=[CH:6][CH:5]=[C:4]([O:11][CH3:12])[N:3]=1)[CH2:23][CH2:24][OH:25]. The catalyst class is: 6. Reactant: Cl[C:2]1[C:7]([N+:8]([O-:10])=[O:9])=[CH:6][CH:5]=[C:4]([O:11][CH3:12])[N:3]=1.O1CCOCC1.[NH:19]([CH2:23][CH2:24][OH:25])[CH2:20][CH2:21][OH:22]. (5) Reactant: [OH:1]N.C(OC(=O)[CH2:7][CH2:8][CH2:9][CH2:10][CH2:11][CH2:12][N:13]([C:27]1[CH:32]=[CH:31][CH:30]=[CH:29][N:28]=1)[C:14]1[CH:19]=[C:18]([C:20]2[CH:25]=[CH:24][CH:23]=[CH:22][C:21]=2[CH3:26])[CH:17]=[CH:16][N:15]=1)C.C[N:35]([CH:37]=[O:38])C. Product: [OH:1][NH:35][C:37](=[O:38])[CH:12]([N:13]([C:27]1[CH:32]=[CH:31][CH:30]=[CH:29][N:28]=1)[C:14]1[CH:19]=[C:18]([C:20]2[CH:25]=[CH:24][CH:23]=[CH:22][C:21]=2[CH3:26])[CH:17]=[CH:16][N:15]=1)[CH2:11][CH2:10][CH2:9][CH2:8][CH3:7]. The catalyst class is: 5. (6) Reactant: [N:1]1[CH:6]=[CH:5][CH:4]=[C:3]([CH2:7][C:8]2[CH:9]=[N:10][CH:11]=[CH:12][CH:13]=2)[CH:2]=1.[Li+].CC([N-]C(C)C)C.Br[CH2:23][C:24]#[C:25][Si:26]([CH3:29])([CH3:28])[CH3:27]. Product: [CH3:27][Si:26]([CH3:29])([CH3:28])[C:25]#[C:24][CH2:23][CH:7]([C:8]1[CH:9]=[N:10][CH:11]=[CH:12][CH:13]=1)[C:3]1[CH:2]=[N:1][CH:6]=[CH:5][CH:4]=1. The catalyst class is: 1. (7) Reactant: [N:1]([O-])=O.[Na+].[N:5]1([S:10]([CH2:13][C:14]2[CH:20]=[CH:19][C:17]([NH2:18])=[CH:16][CH:15]=2)(=[O:12])=[O:11])[CH2:9][CH2:8][CH2:7][CH2:6]1.O.O.[Sn](Cl)(Cl)(Cl)[Cl:24]. Product: [ClH:24].[N:5]1([S:10]([CH2:13][C:14]2[CH:20]=[CH:19][C:17]([NH:18][NH2:1])=[CH:16][CH:15]=2)(=[O:12])=[O:11])[CH2:6][CH2:7][CH2:8][CH2:9]1. The catalyst class is: 223. (8) Reactant: [F:1][C:2]1[CH:7]=[CH:6][C:5]([CH3:8])=[CH:4][C:3]=1[NH:9][C:10]([NH:12][C:13]1[CH:33]=[CH:32][C:16]([O:17][C:18]2[CH:23]=[CH:22][N:21]=[C:20]([C:24]3[NH:28][CH:27]=[C:26]([C:29]([OH:31])=O)[CH:25]=3)[CH:19]=2)=[CH:15][CH:14]=1)=[O:11].CN(C(ON1N=NC2C=CC=NC1=2)=[N+](C)C)C.F[P-](F)(F)(F)(F)F.C(N(CC)C(C)C)(C)C.[CH2:67]([O:69][CH:70]([O:73][CH2:74][CH3:75])[CH2:71][NH2:72])[CH3:68]. Product: [CH2:67]([O:69][CH:70]([O:73][CH2:74][CH3:75])[CH2:71][NH:72][C:29]([C:26]1[CH:25]=[C:24]([C:20]2[CH:19]=[C:18]([O:17][C:16]3[CH:15]=[CH:14][C:13]([NH:12][C:10]([NH:9][C:3]4[CH:4]=[C:5]([CH3:8])[CH:6]=[CH:7][C:2]=4[F:1])=[O:11])=[CH:33][CH:32]=3)[CH:23]=[CH:22][N:21]=2)[NH:28][CH:27]=1)=[O:31])[CH3:68]. The catalyst class is: 18.